Dataset: Full USPTO retrosynthesis dataset with 1.9M reactions from patents (1976-2016). Task: Predict the reactants needed to synthesize the given product. Given the product [Cl:21][C:16]1[CH:15]=[C:14]([CH:13]2[CH:9]([NH:7][CH3:6])[CH2:10][N:11]([C:22]([C:23]3[CH:24]=[CH:25][C:26]([C:29]#[N:30])=[CH:27][CH:28]=3)=[O:31])[CH2:12]2)[CH:19]=[CH:18][C:17]=1[Cl:20], predict the reactants needed to synthesize it. The reactants are: C(O[C:6](=O)[N:7]([CH:9]1[CH:13]([C:14]2[CH:19]=[CH:18][C:17]([Cl:20])=[C:16]([Cl:21])[CH:15]=2)[CH2:12][N:11]([C:22](=[O:31])[C:23]2[CH:28]=[CH:27][C:26]([C:29]#[N:30])=[CH:25][CH:24]=2)[CH2:10]1)C)(C)(C)C.C(O)(C(F)(F)F)=O.C([O-])(O)=O.[Na+].